Task: Predict the reaction yield, written as a fraction of the theoretical maximum amount of product (1.0 means a 100% yield; for example, 0.34 means a 34% yield).. Dataset: Reaction yield outcomes from USPTO patents with 853,638 reactions (1) The yield is 0.450. The product is [F:14][C:2]1([F:1])[CH2:13][C:5]2[NH:6][C:7]([C:9]([OH:11])=[O:10])=[CH:8][C:4]=2[CH2:3]1. The reactants are [F:1][C:2]1([F:14])[CH2:13][C:5]2[NH:6][C:7]([C:9]([O:11]C)=[O:10])=[CH:8][C:4]=2[CH2:3]1.[OH-].[Li+]. The catalyst is CCO.O. (2) The reactants are [Cl:1][C:2]1[CH:7]=[CH:6][C:5]([C:8](=[CH2:13])[C:9]([O:11][CH3:12])=[O:10])=[CH:4][CH:3]=1.C1COCC1.[C:19]([NH2:23])([CH3:22])([CH3:21])[CH3:20]. The catalyst is C(O)C. The product is [C:19]([NH:23][CH2:13][CH:8]([C:5]1[CH:4]=[CH:3][C:2]([Cl:1])=[CH:7][CH:6]=1)[C:9]([O:11][CH3:12])=[O:10])([CH3:22])([CH3:21])[CH3:20]. The yield is 0.930. (3) The reactants are [CH:1]1([CH:4]([C:6]2[C:7]([Cl:13])=[N:8][CH:9]=[N:10][C:11]=2[Cl:12])[OH:5])[CH2:3][CH2:2]1. The catalyst is CC(C)=O.[O-2].[Cr+3].[O-2].[O-2].[Cr+3]. The product is [CH:1]1([C:4]([C:6]2[C:7]([Cl:13])=[N:8][CH:9]=[N:10][C:11]=2[Cl:12])=[O:5])[CH2:2][CH2:3]1. The yield is 0.500. (4) The reactants are [Cl:1][C:2]1[C:7]([C:8]([OH:10])=[O:9])=[CH:6][CH:5]=[C:4]([O:11][CH3:12])[N:3]=1.C([O-])(=O)C.[Na+].[Br:18]Br. The catalyst is C(O)(=O)C. The product is [Cl:1][C:2]1[C:7]([C:8]([OH:10])=[O:9])=[CH:6][C:5]([Br:18])=[C:4]([O:11][CH3:12])[N:3]=1. The yield is 0.780. (5) The reactants are [H-].[Na+].[F:3][C:4]1[CH:5]=[C:6]([CH:11]2[C:15]([CH3:17])([CH3:16])[O:14][C:13](=[O:18])[NH:12]2)[CH:7]=[CH:8][C:9]=1[F:10].Cl[C:20]([O:22][C:23]1[CH:28]=[CH:27][C:26]([N+:29]([O-:31])=[O:30])=[CH:25][CH:24]=1)=[O:21]. The catalyst is C1COCC1. The product is [F:3][C:4]1[CH:5]=[C:6]([CH:11]2[C:15]([CH3:16])([CH3:17])[O:14][C:13](=[O:18])[N:12]2[C:20]([O:22][C:23]2[CH:24]=[CH:25][C:26]([N+:29]([O-:31])=[O:30])=[CH:27][CH:28]=2)=[O:21])[CH:7]=[CH:8][C:9]=1[F:10]. The yield is 0.590. (6) The catalyst is C(OCC)(=O)C.CC(O)C. The product is [ClH:41].[F:1][C:2]1[C:3]([CH2:25][NH:26][CH3:27])=[CH:4][N:5]([S:14]([C:17]2[CH:22]=[CH:21][C:20]([O:23][CH3:24])=[CH:19][N:18]=2)(=[O:16])=[O:15])[C:6]=1[C:7]1[C:8]([F:13])=[N:9][CH:10]=[CH:11][CH:12]=1. The yield is 0.880. The reactants are [F:1][C:2]1[C:3]([CH2:25][N:26](C)[C:27](=O)OC(C)(C)C)=[CH:4][N:5]([S:14]([C:17]2[CH:22]=[CH:21][C:20]([O:23][CH3:24])=[CH:19][N:18]=2)(=[O:16])=[O:15])[C:6]=1[C:7]1[C:8]([F:13])=[N:9][CH:10]=[CH:11][CH:12]=1.C(OCC)(=O)C.[ClH:41]. (7) The reactants are [C:1]([C:4]12[CH2:11][CH:10]3[CH2:12][C:6]([C:13]([O:15][CH3:16])=[O:14])([CH2:7][CH:8]1[CH2:9]3)[CH2:5]2)(=[O:3])[CH3:2].[CH2:17](O)[CH2:18][OH:19].CC1C=CC(S(O)(=O)=O)=CC=1.C([O-])(O)=O.[Na+]. The catalyst is C1C=CC=CC=1. The product is [CH3:2][C:1]1([C:4]23[CH2:11][CH:10]4[CH2:12][C:6]([C:13]([O:15][CH3:16])=[O:14])([CH2:7][CH:8]2[CH2:9]4)[CH2:5]3)[O:19][CH2:18][CH2:17][O:3]1. The yield is 0.930.